Task: Predict the reactants needed to synthesize the given product.. Dataset: Full USPTO retrosynthesis dataset with 1.9M reactions from patents (1976-2016) (1) Given the product [NH2:1][C:4]1[CH:28]=[CH:27][C:26]([O:29][C:30]([F:33])([F:31])[F:32])=[CH:25][C:5]=1[C:6]([NH:8][CH2:9][C:10]([NH:12][C@@H:13]1[CH2:17][CH2:16][NH:15][CH2:14]1)=[O:11])=[O:7], predict the reactants needed to synthesize it. The reactants are: [N+:1]([C:4]1[CH:28]=[CH:27][C:26]([O:29][C:30]([F:33])([F:32])[F:31])=[CH:25][C:5]=1[C:6]([NH:8][CH2:9][C:10]([NH:12][C@@H:13]1[CH2:17][CH2:16][N:15](CC2C=CC=CC=2)[CH2:14]1)=[O:11])=[O:7])([O-])=O.[N+]([O-])(O)=O.[H][H]. (2) Given the product [CH2:2]([O:4][C:5]([C:7]1[CH:8]=[N:9][N:10]([C:12]2[NH:13][C:16]3=[N:17][C:18]4[C:23]([N:24]=[C:25]3[N:14]=2)=[CH:22][CH:21]=[CH:20][CH:19]=4)[CH:11]=1)=[O:6])[CH3:3], predict the reactants needed to synthesize it. The reactants are: Cl.[CH2:2]([O:4][C:5]([C:7]1[CH:8]=[N:9][N:10]([C:12](=[NH:14])[NH2:13])[CH:11]=1)=[O:6])[CH3:3].Cl[C:16]1[C:25](Cl)=[N:24][C:23]2[C:18](=[CH:19][CH:20]=[CH:21][CH:22]=2)[N:17]=1.C([O-])([O-])=O.[Cs+].[Cs+].Cl. (3) Given the product [C:1]([O:5][C:6]([NH:7][C@H:8]([CH2:9][CH3:10])[CH2:11][NH:12][C:13]1[C:18]([F:19])=[CH:17][N:16]=[C:15]([C:20]2[CH:25]=[C:24]([O:26][S:39]([C:38]([F:51])([F:50])[F:37])(=[O:41])=[O:40])[CH:23]=[CH:22][C:21]=2[O:27][CH3:28])[N:14]=1)=[O:29])([CH3:4])([CH3:2])[CH3:3], predict the reactants needed to synthesize it. The reactants are: [C:1]([O:5][C:6](=[O:29])[NH:7][C@@H:8]([CH2:11][NH:12][C:13]1[C:18]([F:19])=[CH:17][N:16]=[C:15]([C:20]2[CH:25]=[C:24]([OH:26])[CH:23]=[CH:22][C:21]=2[O:27][CH3:28])[N:14]=1)[CH2:9][CH3:10])([CH3:4])([CH3:3])[CH3:2].C(N(CC)CC)C.[F:37][C:38]([F:51])([F:50])[S:39](O[S:39]([C:38]([F:51])([F:50])[F:37])(=[O:41])=[O:40])(=[O:41])=[O:40].O. (4) Given the product [CH3:1][O:2][C:3]1[CH:4]=[C:5]2[C:10](=[CH:11][CH:12]=1)[N:9]=[C:8]([OH:16])[CH:7]=[CH:6]2, predict the reactants needed to synthesize it. The reactants are: [CH3:1][O:2][C:3]1[CH:4]=[C:5]2[C:10](=[CH:11][CH:12]=1)[N+:9]([O-])=[CH:8][CH:7]=[CH:6]2.CC(OC(C)=O)=[O:16]. (5) Given the product [F:16][C:13]1[CH:14]=[CH:15][C:10]([C:8]2[C:3]([C:4]([O:6][CH3:7])=[O:5])=[C:2]([CH:17]([CH3:19])[CH3:18])[N:1]=[C:31]([N:33]([S:34]([CH3:37])(=[O:36])=[O:35])[CH3:38])[N:32]=2)=[CH:11][CH:12]=1, predict the reactants needed to synthesize it. The reactants are: [NH2:1][C:2]([CH:17]([CH3:19])[CH3:18])=[C:3]([C:8]([C:10]1[CH:15]=[CH:14][C:13]([F:16])=[CH:12][CH:11]=1)=O)[C:4]([O:6][CH3:7])=[O:5].CNS(C)(=O)=O.C(O)(C)(C)C.[C:31]([N:33]([CH3:38])[S:34]([CH3:37])(=[O:36])=[O:35])#[N:32].CC(C)([O-])C.[Na+]. (6) The reactants are: [CH2:1]([NH:5][C:6]([C:8]1[CH:13]=[CH:12][C:11]([C:14]2[C:19]([C:20]#[N:21])=[CH:18][C:17]([O:22]C)=[C:16]([OH:24])[C:15]=2[C:25]#[N:26])=[CH:10][CH:9]=1)=[O:7])[CH2:2][CH2:3][CH3:4].B(Br)(Br)Br.CO. Given the product [CH2:1]([NH:5][C:6]([C:8]1[CH:13]=[CH:12][C:11]([C:14]2[C:19]([C:20]#[N:21])=[CH:18][C:17]([OH:22])=[C:16]([OH:24])[C:15]=2[C:25]#[N:26])=[CH:10][CH:9]=1)=[O:7])[CH2:2][CH2:3][CH3:4], predict the reactants needed to synthesize it.